This data is from Human liver microsome stability data. The task is: Regression/Classification. Given a drug SMILES string, predict its absorption, distribution, metabolism, or excretion properties. Task type varies by dataset: regression for continuous measurements (e.g., permeability, clearance, half-life) or binary classification for categorical outcomes (e.g., BBB penetration, CYP inhibition). Dataset: hlm. The drug is Cc1cc(Nc2ccc(C(F)(F)F)cc2)n2ncnc2n1. The result is 0 (unstable in human liver microsomes).